Task: Predict the reactants needed to synthesize the given product.. Dataset: Full USPTO retrosynthesis dataset with 1.9M reactions from patents (1976-2016) (1) Given the product [CH3:1][O:2][C:3]1[CH:4]=[C:5]([C:9]([C:11]2[C:19]3[C:14](=[C:15]([C:20]([F:23])([F:21])[F:22])[CH:16]=[CH:17][CH:18]=3)[N:13]([CH2:27][CH2:28][CH3:29])[N:12]=2)=[O:10])[CH:6]=[CH:7][CH:8]=1, predict the reactants needed to synthesize it. The reactants are: [CH3:1][O:2][C:3]1[CH:4]=[C:5]([C:9]([C:11]2[C:19]3[C:14](=[C:15]([C:20]([F:23])([F:22])[F:21])[CH:16]=[CH:17][CH:18]=3)[NH:13][N:12]=2)=[O:10])[CH:6]=[CH:7][CH:8]=1.[H-].[Na+].I[CH2:27][CH2:28][CH3:29]. (2) The reactants are: CC1C=CC(C(O[C@@H]([C@H](OC(=O)C2C=CC(C)=CC=2)C(O)=O)C(O)=O)=O)=CC=1.C[O:30][C:31](=[O:70])[CH2:32][C@H:33]1[C:42]2[C:37](=[C:38]([F:43])[CH:39]=[CH:40][CH:41]=2)[N:36]=[C:35]([N:44]2[CH2:49][CH2:48][N:47]([C:50]3[CH:55]=[CH:54][CH:53]=[C:52]([O:56][CH3:57])[CH:51]=3)[CH2:46][CH2:45]2)[N:34]1[C:58]1[CH:63]=[C:62]([C:64]([F:67])([F:66])[F:65])[CH:61]=[CH:60][C:59]=1[O:68][CH3:69].C(=O)(O)[O-].[Na+].O. Given the product [F:43][C:38]1[CH:39]=[CH:40][CH:41]=[C:42]2[C:37]=1[N:36]=[C:35]([N:44]1[CH2:45][CH2:46][N:47]([C:50]3[CH:55]=[CH:54][CH:53]=[C:52]([O:56][CH3:57])[CH:51]=3)[CH2:48][CH2:49]1)[N:34]([C:58]1[CH:63]=[C:62]([C:64]([F:67])([F:66])[F:65])[CH:61]=[CH:60][C:59]=1[O:68][CH3:69])[C@H:33]2[CH2:32][C:31]([OH:70])=[O:30], predict the reactants needed to synthesize it. (3) Given the product [F:1][C:2]1[C:7]2[O:8][CH2:9][CH2:10][O:11][C:6]=2[CH:5]=[C:4]([C:12]2[C:15]([CH3:16])=[N:20][NH:21][C:13]=2[NH2:14])[CH:3]=1, predict the reactants needed to synthesize it. The reactants are: [F:1][C:2]1[C:7]2[O:8][CH2:9][CH2:10][O:11][C:6]=2[CH:5]=[C:4]([CH:12]([C:15](=O)[CH3:16])[C:13]#[N:14])[CH:3]=1.Cl.Cl.[NH2:20][NH2:21].C(N(CC)CC)C. (4) Given the product [Cl:1][C:2]1[CH:11]=[CH:10][C:9]2[C:4](=[CH:5][CH:6]=[CH:7][C:8]=2[O:12][CH2:20][CH2:21][O:22][CH3:23])[N:3]=1, predict the reactants needed to synthesize it. The reactants are: [Cl:1][C:2]1[CH:11]=[CH:10][C:9]2[C:8]([OH:12])=[CH:7][CH:6]=[CH:5][C:4]=2[N:3]=1.C(=O)([O-])[O-].[K+].[K+].Br[CH2:20][CH2:21][O:22][CH3:23].O. (5) Given the product [F:14][C:15]1[CH:20]=[C:19]([F:21])[CH:18]=[CH:17][C:16]=1[CH2:22][NH:23][C:24]([C:26]1[C:27](=[O:56])[C:28]([OH:48])=[C:29]2[C:45](=[O:46])[N:33]3[CH:34]4[CH2:44][CH2:43][CH2:42][CH:35]4[CH2:36][N:37]([CH2:38][CH:39]([CH3:41])[CH3:40])[CH:32]3[CH2:31][N:30]2[CH:47]=1)=[O:25], predict the reactants needed to synthesize it. The reactants are: Cl.CC(C)CNCC1CCCC1N.[F:14][C:15]1[CH:20]=[C:19]([F:21])[CH:18]=[CH:17][C:16]=1[CH2:22][NH:23][C:24]([C:26]1[C:27](=[O:56])[C:28]([O:48]CC2C=CC=CC=2)=[C:29]2[C:45](=[O:46])[N:33]3[CH:34]4[CH2:44][CH2:43][CH2:42][CH:35]4[CH2:36][N:37]([CH2:38][CH:39]([CH3:41])[CH3:40])[CH:32]3[CH2:31][N:30]2[CH:47]=1)=[O:25]. (6) Given the product [O:11]1[CH2:12][CH:9]([N:7]2[CH:8]=[C:4]([NH2:1])[N:5]=[CH:6]2)[CH2:10]1, predict the reactants needed to synthesize it. The reactants are: [N+:1]([C:4]1[N:5]=[CH:6][N:7]([CH:9]2[CH2:12][O:11][CH2:10]2)[CH:8]=1)([O-])=O. (7) Given the product [I:25][C:2]1[CH:7]=[CH:6][N:5]=[C:4]([O:8][CH3:9])[C:3]=1[C:10]#[N:11], predict the reactants needed to synthesize it. The reactants are: Cl[C:2]1[CH:7]=[CH:6][N:5]=[C:4]([O:8][CH3:9])[C:3]=1[C:10]#[N:11].BrBr.BrC1C=CN=C(OC)C=1C#N.[I:25]I.